Dataset: Forward reaction prediction with 1.9M reactions from USPTO patents (1976-2016). Task: Predict the product of the given reaction. (1) Given the reactants [F:1][C:2]1[CH:7]=[CH:6][C:5]([C:8]2[C:9]([C:18]([OH:20])=O)=[CH:10][C:11]([S:14]([CH3:17])(=[O:16])=[O:15])=[CH:12][CH:13]=2)=[CH:4][CH:3]=1.[F:21][C:22]1[CH:23]=[C:24]([N:31]2[CH2:36][CH2:35][NH:34][CH2:33][CH2:32]2)[CH:25]=[C:26]([F:30])[C:27]=1[O:28][CH3:29], predict the reaction product. The product is: [F:21][C:22]1[CH:23]=[C:24]([N:31]2[CH2:36][CH2:35][N:34]([C:18]([C:9]3[CH:10]=[C:11]([S:14]([CH3:17])(=[O:15])=[O:16])[CH:12]=[CH:13][C:8]=3[C:5]3[CH:4]=[CH:3][C:2]([F:1])=[CH:7][CH:6]=3)=[O:20])[CH2:33][CH2:32]2)[CH:25]=[C:26]([F:30])[C:27]=1[O:28][CH3:29]. (2) Given the reactants [C:1](=[O:3])=O.[NH2:4][CH2:5][CH2:6][CH2:7][CH2:8][OH:9].[CH2:10]1[CH2:14][O:13][CH2:12][CH2:11]1, predict the reaction product. The product is: [OH:9][CH2:8][CH2:7][CH2:6][CH2:5][NH:4][C:1](=[O:3])[C:6]1[CH:5]=[CH:11][C:12]([O:13][CH2:14][CH3:10])=[CH:8][CH:7]=1. (3) Given the reactants [C:1]([N:5]1[CH2:10][CH2:9][N:8](C(OC(C)(C)C)=O)[CH2:7][CH:6]1[C:18](=[O:20])[NH2:19])(=[O:4])[CH:2]=[CH2:3].[ClH:21].CO, predict the reaction product. The product is: [ClH:21].[C:1]([N:5]1[CH2:10][CH2:9][NH:8][CH2:7][CH:6]1[C:18]([NH2:19])=[O:20])(=[O:4])[CH:2]=[CH2:3]. (4) The product is: [CH:26]1([CH2:29][C@@H:30]([C:31]([OH:33])=[O:32])[NH:34][C:35]([C:13]2[C:14]([NH:20][C:10]([NH:9][C:3]3[C:2]([Cl:1])=[CH:7][CH:6]=[CH:5][C:4]=3[Cl:8])=[O:11])=[CH:15][C:16]3[C:17](=[CH:7][CH:2]=[CH:3][CH:4]=3)[CH:18]=2)=[O:37])[CH2:25][CH2:24][CH2:23][CH2:28][CH2:27]1. Given the reactants [Cl:1][C:2]1[CH:7]=[CH:6][CH:5]=[C:4]([Cl:8])[C:3]=1[N:9]=[C:10]=[O:11].Cl[C:13]1[CH:18]=[CH:17][CH:16]=[C:15](C)[C:14]=1[N:20]=C=O.[CH2:23]1[CH2:28][CH2:27][CH:26]([CH2:29][C@H:30]([NH:34][C:35]([O:37]CC2C3C(=CC=CC=3)C3C2=CC=CC=3)=O)[C:31]([OH:33])=[O:32])[CH2:25][CH2:24]1, predict the reaction product. (5) The product is: [F:5][C:6]1[CH:21]=[CH:20][C:9]([CH2:10][O:11][C:12]2[CH:13]=[CH:14][C:15](/[CH:18]=[CH:25]/[N+:22]([O-:24])=[O:23])=[CH:16][N:17]=2)=[CH:8][CH:7]=1. Given the reactants C(O)(=O)C.[F:5][C:6]1[CH:21]=[CH:20][C:9]([CH2:10][O:11][C:12]2[N:17]=[CH:16][C:15]([CH:18]=O)=[CH:14][CH:13]=2)=[CH:8][CH:7]=1.[N+:22]([CH3:25])([O-:24])=[O:23].C([O-])(=O)C.[NH4+], predict the reaction product. (6) Given the reactants [O:1]1[C:5]2[CH:6]=[CH:7][C:8]([C:10]3[S:11][CH:12]=[C:13]([C:15]([OH:17])=O)[N:14]=3)=[CH:9][C:4]=2[CH2:3][CH2:2]1.[CH3:18][C:19]1[N:20]=[C:21]([NH2:25])[S:22][C:23]=1[CH3:24].CN(C(ON1N=NC2C=CC=CC1=2)=[N+](C)C)C.F[P-](F)(F)(F)(F)F, predict the reaction product. The product is: [O:1]1[C:5]2[CH:6]=[CH:7][C:8]([C:10]3[S:11][CH:12]=[C:13]([C:15]([NH:25][C:21]4[S:22][C:23]([CH3:24])=[C:19]([CH3:18])[N:20]=4)=[O:17])[N:14]=3)=[CH:9][C:4]=2[CH2:3][CH2:2]1.